From a dataset of Peptide-MHC class II binding affinity with 134,281 pairs from IEDB. Regression. Given a peptide amino acid sequence and an MHC pseudo amino acid sequence, predict their binding affinity value. This is MHC class II binding data. The peptide sequence is TRLFTIRQEMANRGL. The MHC is DRB1_0701 with pseudo-sequence DRB1_0701. The binding affinity (normalized) is 0.282.